The task is: Predict the reactants needed to synthesize the given product.. This data is from Full USPTO retrosynthesis dataset with 1.9M reactions from patents (1976-2016). (1) Given the product [CH2:33]([O:24][C:23](=[O:25])[C:22]1[CH:21]=[CH:20][C:19]([NH:18][C:16](=[O:17])[C:15]2[CH:28]=[CH:29][CH:30]=[C:13]([NH:12][S:9]([C:4]3[CH:5]=[CH:6][CH:7]=[CH:8][C:3]=3[O:2][CH3:1])(=[O:11])=[O:10])[CH:14]=2)=[CH:27][CH:26]=1)[CH3:34], predict the reactants needed to synthesize it. The reactants are: [CH3:1][O:2][C:3]1[CH:8]=[CH:7][CH:6]=[CH:5][C:4]=1[S:9]([NH:12][C:13]1[CH:14]=[C:15]([CH:28]=[CH:29][CH:30]=1)[C:16]([NH:18][C:19]1[CH:27]=[CH:26][C:22]([C:23]([OH:25])=[O:24])=[CH:21][CH:20]=1)=[O:17])(=[O:11])=[O:10].CO[C:33]1C=CC=C[C:34]=1S(Cl)(=O)=O. (2) Given the product [O:1]1[CH:5]=[CH:4][CH:3]=[C:2]1[C:6]1[O:7][C:8]([CH3:34])=[C:9]([CH2:11][O:12][C:13]2[CH:31]=[CH:30][C:16]([CH2:17][O:18][C:19]3[C:23]([CH2:24][OH:25])=[CH:22][N:21]([CH3:29])[N:20]=3)=[CH:15][C:14]=2[O:32][CH3:33])[N:10]=1, predict the reactants needed to synthesize it. The reactants are: [O:1]1[CH:5]=[CH:4][CH:3]=[C:2]1[C:6]1[O:7][C:8]([CH3:34])=[C:9]([CH2:11][O:12][C:13]2[CH:31]=[CH:30][C:16]([CH2:17][O:18][C:19]3[C:23]([C:24](OCC)=[O:25])=[CH:22][N:21]([CH3:29])[N:20]=3)=[CH:15][C:14]=2[O:32][CH3:33])[N:10]=1.[H-].[Al+3].[Li+].[H-].[H-].[H-].O.O.O.O.O.O.O.O.O.O.S([O-])([O-])(=O)=O.[Na+].[Na+]. (3) Given the product [Cl:23][C:17]1[C:18]2[N:19]=[C:10]([C:4]3[CH:5]=[CH:6][C:7]([O:8][CH3:9])=[C:2]([CH3:1])[CH:3]=3)[CH:11]=[CH:12][C:13]=2[N:14]=[CH:15][N:16]=1, predict the reactants needed to synthesize it. The reactants are: [CH3:1][C:2]1[CH:3]=[C:4]([C:10]2[CH:11]=[CH:12][C:13]3[N:14]=[CH:15][NH:16][C:17](=O)[C:18]=3[N:19]=2)[CH:5]=[CH:6][C:7]=1[O:8][CH3:9].P(Cl)(Cl)([Cl:23])=O.N1C(C)=CC=CC=1C. (4) Given the product [F:34][C:32]([F:33])([F:35])[C:28]1[CH:27]=[C:26]([NH:25][C:24]([N:20]2[C:21]3[C:17](=[CH:16][C:15]([O:14][C:12]4[N:11]=[CH:10][N:9]=[C:8]([C:6]([OH:7])=[O:5])[CH:13]=4)=[CH:23][CH:22]=3)[CH2:18][CH2:19]2)=[O:36])[CH:31]=[CH:30][CH:29]=1, predict the reactants needed to synthesize it. The reactants are: [Li+].[OH-].C([O:5][C:6]([C:8]1[CH:13]=[C:12]([O:14][C:15]2[CH:16]=[C:17]3[C:21](=[CH:22][CH:23]=2)[N:20]([C:24](=[O:36])[NH:25][C:26]2[CH:31]=[CH:30][CH:29]=[C:28]([C:32]([F:35])([F:34])[F:33])[CH:27]=2)[CH2:19][CH2:18]3)[N:11]=[CH:10][N:9]=1)=[O:7])C. (5) The reactants are: Cl[C:2]1[CH:23]=[CH:22][C:5]([C:6]([NH:8][C:9]2[CH:14]=[CH:13][C:12]([Cl:15])=[C:11]([C:16]3[CH:21]=[CH:20][CH:19]=[CH:18][N:17]=3)[CH:10]=2)=[O:7])=[C:4]([CH3:24])[N:3]=1.[CH3:25][CH:26]1[CH2:31][NH:30][CH2:29][CH:28]([CH3:32])[NH:27]1. Given the product [Cl:15][C:12]1[CH:13]=[CH:14][C:9]([NH:8][C:6](=[O:7])[C:5]2[CH:22]=[CH:23][C:2]([N:30]3[CH2:29][C@@H:28]([CH3:32])[NH:27][C@@H:26]([CH3:25])[CH2:31]3)=[N:3][C:4]=2[CH3:24])=[CH:10][C:11]=1[C:16]1[CH:21]=[CH:20][CH:19]=[CH:18][N:17]=1, predict the reactants needed to synthesize it. (6) Given the product [CH3:15][N:16]1[C:25]2[C:20](=[CH:21][C:22]([C:2]3[CH:3]=[C:4]([C:8]4([C:11]([OH:13])=[O:12])[CH2:10][CH2:9]4)[CH:5]=[N:6][CH:7]=3)=[CH:23][CH:24]=2)[CH2:19][CH2:18][C:17]1=[O:35], predict the reactants needed to synthesize it. The reactants are: Br[C:2]1[CH:3]=[C:4]([C:8]2([C:11]([O-:13])=[O:12])[CH2:10][CH2:9]2)[CH:5]=[N:6][CH:7]=1.[K+].[CH3:15][N:16]1[C:25]2[C:20](=[CH:21][C:22](B3OC(C)(C)C(C)(C)O3)=[CH:23][CH:24]=2)[CH2:19][CH2:18][C:17]1=[O:35].C([O-])([O-])=O.[Na+].[Na+]. (7) Given the product [OH-:7].[Na+:17].[ClH:20].[NH2:1][CH2:2][CH2:3][CH2:4][CH2:5][NH2:6], predict the reactants needed to synthesize it. The reactants are: [NH2:1][CH2:2][CH2:3][CH2:4][CH2:5][NH2:6].[OH:7]P([O-])(O)=O.OP([O-])([O-])=O.[Na+:17].[Na+].[Na+].[Cl-:20].[Cl-].[K+].[K+].[Cl-].[Ca+2].[Cl-].[Cl-].[Mg+2].[Cl-].C[C@H](N)C(N[C@H](C(O)=O)CCC(N)=O)=O.